From a dataset of Full USPTO retrosynthesis dataset with 1.9M reactions from patents (1976-2016). Predict the reactants needed to synthesize the given product. Given the product [CH3:47][C:44]1[C:43]([CH3:48])=[C:42]([NH:41][C:40]([N:28]2[CH2:27][CH2:26][C:24]3([CH2:25][CH:22]([C:19]4[N:18]=[C:17]([C:14]5[CH:15]=[CH:16][C:11]([O:10][C:9]([F:8])([F:31])[F:32])=[CH:12][CH:13]=5)[O:21][N:20]=4)[CH2:23]3)[CH2:30][CH2:29]2)=[O:39])[O:46][N:45]=1, predict the reactants needed to synthesize it. The reactants are: FC(F)(F)C(O)=O.[F:8][C:9]([F:32])([F:31])[O:10][C:11]1[CH:16]=[CH:15][C:14]([C:17]2[O:21][N:20]=[C:19]([CH:22]3[CH2:25][C:24]4([CH2:30][CH2:29][NH:28][CH2:27][CH2:26]4)[CH2:23]3)[N:18]=2)=[CH:13][CH:12]=1.C1([O:39][C:40](=O)[NH:41][C:42]2[O:46][N:45]=[C:44]([CH3:47])[C:43]=2[CH3:48])C=CC=CC=1.